This data is from Forward reaction prediction with 1.9M reactions from USPTO patents (1976-2016). The task is: Predict the product of the given reaction. (1) Given the reactants [Cl:1][C:2]1[C:11]2[C:6](=[CH:7][CH:8]=[CH:9][CH:10]=2)[CH:5]=[CH:4][C:3]=1[O:12][CH:13]([CH3:16])[CH2:14][NH2:15].[CH3:17][C:18]1[O:22][C:21]([CH:23]=O)=[CH:20][CH:19]=1, predict the reaction product. The product is: [Cl:1][C:2]1[C:11]2[C:6](=[CH:7][CH:8]=[CH:9][CH:10]=2)[CH:5]=[CH:4][C:3]=1[O:12][CH:13]([CH3:16])[CH2:14][NH:15][CH2:23][C:21]1[O:22][C:18]([CH3:17])=[CH:19][CH:20]=1. (2) The product is: [NH2:1][C:4]1[CH:9]=[CH:8][CH:7]=[CH:6][C:5]=1[CH2:10][C:11]#[N:12]. Given the reactants [N+:1]([C:4]1[CH:9]=[CH:8][CH:7]=[CH:6][C:5]=1[CH2:10][C:11]#[N:12])([O-])=O, predict the reaction product. (3) Given the reactants [CH3:1][C:2]1[C:7]([C:8](=[O:10])[CH3:9])=[CH:6][CH:5]=[CH:4][N:3]=1.[BrH:11].BrBr.C(OCC)C, predict the reaction product. The product is: [BrH:11].[Br:11][CH2:9][C:8]([C:7]1[C:2]([CH3:1])=[N:3][CH:4]=[CH:5][CH:6]=1)=[O:10]. (4) Given the reactants [Cl:1][C:2]1[C:7]([N:8]2[CH2:13][CH2:12][NH:11][CH2:10][CH2:9]2)=[N:6][CH:5]=[CH:4][N:3]=1.C([O-])([O-])=O.[Na+].[Na+].[Br:20]Br.O, predict the reaction product. The product is: [Br:20][C:4]1[N:3]=[C:2]([Cl:1])[C:7]([N:8]2[CH2:9][CH2:10][NH:11][CH2:12][CH2:13]2)=[N:6][CH:5]=1. (5) Given the reactants [NH2:1][CH:2]([CH3:10])[CH2:3][CH2:4][CH2:5][C:6]([CH3:9])([OH:8])[CH3:7].[CH2:11]1[CH2:17][S:14](=[O:16])(=[O:15])[O:13][CH2:12]1, predict the reaction product. The product is: [OH:8][C:6]([CH3:9])([CH3:7])[CH2:5][CH2:4][CH2:3][CH:2]([NH:1][CH2:12][CH2:11][CH2:17][S:14]([OH:16])(=[O:15])=[O:13])[CH3:10]. (6) Given the reactants [Cl:1][C:2]1[CH:11]=[C:10]2[C:5]([CH2:6][CH2:7][N:8]([C:19](OC(C)(C)C)=O)[CH:9]2[C:12]2[CH:16]=[C:15]([CH2:17][OH:18])[S:14][CH:13]=2)=[CH:4][CH:3]=1.C(O)(C(F)(F)F)=O.C=O.O.C(O[BH-](OC(=O)C)OC(=O)C)(=O)C.[Na+], predict the reaction product. The product is: [Cl:1][C:2]1[CH:11]=[C:10]2[C:5]([CH2:6][CH2:7][N:8]([CH3:19])[CH:9]2[C:12]2[CH:16]=[C:15]([CH2:17][OH:18])[S:14][CH:13]=2)=[CH:4][CH:3]=1.